This data is from Reaction yield outcomes from USPTO patents with 853,638 reactions. The task is: Predict the reaction yield, written as a fraction of the theoretical maximum amount of product (1.0 means a 100% yield; for example, 0.34 means a 34% yield). The reactants are CN(C)[CH:3]=[O:4].P(Cl)(Cl)(Cl)=O.[CH2:11]([O:13][C:14]([C:16]1[C:20]([CH3:21])=[CH:19][NH:18][C:17]=1[CH3:22])=[O:15])[CH3:12].Cl. The catalyst is ClCCl. The product is [CH2:11]([O:13][C:14]([C:16]1[C:20]([CH3:21])=[C:19]([CH:3]=[O:4])[NH:18][C:17]=1[CH3:22])=[O:15])[CH3:12]. The yield is 1.00.